From a dataset of Reaction yield outcomes from USPTO patents with 853,638 reactions. Predict the reaction yield, written as a fraction of the theoretical maximum amount of product (1.0 means a 100% yield; for example, 0.34 means a 34% yield). (1) The reactants are [C:1]([C@H:4]1[CH2:8][CH2:7][CH2:6][N:5]1[C:9](=[O:24])[CH2:10][CH2:11][CH2:12][CH2:13][C:14]([N:16]1[CH2:20][CH2:19][CH2:18][C@@H:17]1[C:21]([OH:23])=[O:22])=[O:15])([OH:3])=[O:2]. The catalyst is C(O)CC=C. The product is [CH2:7]([O:22][C:21]([C@H:17]1[CH2:18][CH2:19][CH2:20][N:16]1[C:14](=[O:15])[CH2:13][CH2:12][CH2:11][CH2:10][C:9]([N:5]1[CH2:6][CH2:7][CH2:8][C@@H:4]1[C:1]([O:3][CH2:12][CH2:11][CH:10]=[CH2:9])=[O:2])=[O:24])=[O:23])[CH2:8][CH:4]=[CH2:1]. The yield is 0.370. (2) The reactants are [CH3:1][O:2][C:3]1[CH:4]=[CH:5][CH:6]=[C:7]2[C:12]=1[N:11]=[C:10]([C:13]1[CH:18]=[CH:17][CH:16]=[CH:15][C:14]=1[C:19]([F:22])([F:21])[F:20])[NH:9][C:8]2=O.Cl.C(N(CC)CC)C.O=P(Cl)(Cl)[Cl:34]. No catalyst specified. The product is [Cl:34][C:8]1[C:7]2[C:12](=[C:3]([O:2][CH3:1])[CH:4]=[CH:5][CH:6]=2)[N:11]=[C:10]([C:13]2[CH:18]=[CH:17][CH:16]=[CH:15][C:14]=2[C:19]([F:22])([F:21])[F:20])[N:9]=1. The yield is 0.890. (3) The reactants are [NH2:1][C:2]1[C:3]([C:17]([NH2:19])=[O:18])=[CH:4][C:5]2[C:13]3[C:8](=[CH:9][CH:10]=[CH:11][CH:12]=3)[N:7]([CH2:14][CH3:15])[C:6]=2[N:16]=1.C=O.[C:22](O)(=O)C.C([BH3-])#N.[Na+]. The catalyst is CO. The product is [CH2:14]([N:7]1[C:8]2[C:13](=[CH:12][CH:11]=[CH:10][CH:9]=2)[C:5]2[CH:4]=[C:3]([C:17]([NH2:19])=[O:18])[C:2]([NH:1][CH3:22])=[N:16][C:6]1=2)[CH3:15]. The yield is 0.660. (4) The reactants are Br[C:2]1[C:7]([C:8]([F:11])([F:10])[F:9])=[CH:6][C:5]([NH:12][C:13]2[N:17]=[C:16]([NH2:18])[NH:15][N:14]=2)=[CH:4][C:3]=1[Cl:19].[CH3:20][C:21]1([OH:45])[CH2:26][CH2:25][N:24]([S:27]([C:30]2[CH:35]=[CH:34][C:33](B3OC(C)(C)C(C)(C)O3)=[CH:32][CH:31]=2)(=[O:29])=[O:28])[CH2:23][CH2:22]1.C([O-])([O-])=O.[K+].[K+].COCCOC. The catalyst is C1C=CC([P]([Pd]([P](C2C=CC=CC=2)(C2C=CC=CC=2)C2C=CC=CC=2)([P](C2C=CC=CC=2)(C2C=CC=CC=2)C2C=CC=CC=2)[P](C2C=CC=CC=2)(C2C=CC=CC=2)C2C=CC=CC=2)(C2C=CC=CC=2)C2C=CC=CC=2)=CC=1.O.O1CCOCC1. The product is [NH2:18][C:16]1[NH:15][N:14]=[C:13]([NH:12][C:5]2[CH:4]=[C:3]([Cl:19])[C:2]([C:33]3[CH:34]=[CH:35][C:30]([S:27]([N:24]4[CH2:25][CH2:26][C:21]([CH3:20])([OH:45])[CH2:22][CH2:23]4)(=[O:29])=[O:28])=[CH:31][CH:32]=3)=[C:7]([C:8]([F:11])([F:10])[F:9])[CH:6]=2)[N:17]=1. The yield is 0.150.